The task is: Predict the reactants needed to synthesize the given product.. This data is from Full USPTO retrosynthesis dataset with 1.9M reactions from patents (1976-2016). (1) Given the product [Cl:1][C:2]1[N:7]=[C:6]([NH:19][C:18]2[CH:17]=[CH:16][C:15]([O:14][CH2:10][CH2:11][CH2:12][CH3:13])=[CH:21][CH:20]=2)[C:5]([F:9])=[CH:4][N:3]=1, predict the reactants needed to synthesize it. The reactants are: [Cl:1][C:2]1[N:7]=[C:6](Cl)[C:5]([F:9])=[CH:4][N:3]=1.[CH2:10]([O:14][C:15]1[CH:21]=[CH:20][C:18]([NH2:19])=[CH:17][CH:16]=1)[CH2:11][CH2:12][CH3:13].Cl.[OH-].[Na+]. (2) Given the product [F:33][C:34]([F:54])([F:53])[S:35]([O:18][C:14]1[CH:13]=[C:12]2[C:17]([C:9]([C:7](=[O:8])[NH:6][CH2:5][C:4]3[CH:29]=[CH:30][C:31]([F:32])=[C:2]([F:1])[CH:3]=3)=[C:10]([CH:26]([CH3:28])[CH3:27])[N:11]2[CH2:19][C:20]2[CH:25]=[CH:24][CH:23]=[CH:22][N:21]=2)=[CH:16][CH:15]=1)(=[O:37])=[O:36], predict the reactants needed to synthesize it. The reactants are: [F:1][C:2]1[CH:3]=[C:4]([CH:29]=[CH:30][C:31]=1[F:32])[CH2:5][NH:6][C:7]([C:9]1[C:17]2[C:12](=[CH:13][C:14]([OH:18])=[CH:15][CH:16]=2)[N:11]([CH2:19][C:20]2[CH:25]=[CH:24][CH:23]=[CH:22][N:21]=2)[C:10]=1[CH:26]([CH3:28])[CH3:27])=[O:8].[F:33][C:34]([F:54])([F:53])[S:35](N(C1C=CC(Cl)=CN=1)[S:35]([C:34]([F:54])([F:53])[F:33])(=[O:37])=[O:36])(=[O:37])=[O:36]. (3) Given the product [CH2:1]([O:3][C:4](=[O:17])[C:5]([CH3:6])([O:8][C:9]1[CH:14]=[CH:13][C:12]([O:15][CH2:37][C:30]2[C:31]([C:33]([F:36])([F:34])[F:35])=[N:32][C:27]([C:24]3[CH:25]=[CH:26][C:21]([O:20][C:19]([F:42])([F:43])[F:18])=[CH:22][CH:23]=3)=[N:28][CH:29]=2)=[CH:11][C:10]=1[CH3:16])[CH3:7])[CH3:2], predict the reactants needed to synthesize it. The reactants are: [CH2:1]([O:3][C:4](=[O:17])[C:5]([O:8][C:9]1[CH:14]=[CH:13][C:12]([OH:15])=[CH:11][C:10]=1[CH3:16])([CH3:7])[CH3:6])[CH3:2].[F:18][C:19]([F:43])([F:42])[O:20][C:21]1[CH:26]=[CH:25][C:24]([C:27]2[N:32]=[C:31]([C:33]([F:36])([F:35])[F:34])[C:30]([CH2:37]OS(Cl)=O)=[CH:29][N:28]=2)=[CH:23][CH:22]=1.